Predict which catalyst facilitates the given reaction. From a dataset of Catalyst prediction with 721,799 reactions and 888 catalyst types from USPTO. (1) Reactant: [CH3:1][NH:2][CH3:3].C[CH2:5][N:6](C(C)C)[CH:7](C)C.[Br:13][CH2:14][C:15]1[CH:20]=[CH:19][C:18]([S:21](Cl)(=[O:23])=[O:22])=[CH:17][CH:16]=1.[CH2:25]([Cl:27])Cl. Product: [Br:13][CH2:14][C:15]1[CH:16]=[CH:17][C:18]([S:21]([N:2]([CH3:3])[CH3:1])(=[O:23])=[O:22])=[CH:19][CH:20]=1.[Cl:27][CH2:25][C:15]1[CH:20]=[CH:19][C:18]([S:21]([N:6]([CH3:7])[CH3:5])(=[O:23])=[O:22])=[CH:17][CH:16]=1. The catalyst class is: 20. (2) Reactant: O[C:2]1([CH3:22])[CH2:8][O:7][C:6]2[CH:9]=[CH:10][C:11]([I:13])=[CH:12][C:5]=2[N:4]2[N:14]=[C:15]([C:17]([O:19][CH2:20][CH3:21])=[O:18])[CH:16]=[C:3]12.C([SiH](CC)CC)C.B(F)(F)F. Product: [I:13][C:11]1[CH:10]=[CH:9][C:6]2[O:7][CH2:8][CH:2]([CH3:22])[C:3]3[N:4]([N:14]=[C:15]([C:17]([O:19][CH2:20][CH3:21])=[O:18])[CH:16]=3)[C:5]=2[CH:12]=1. The catalyst class is: 4.